From a dataset of Full USPTO retrosynthesis dataset with 1.9M reactions from patents (1976-2016). Predict the reactants needed to synthesize the given product. (1) Given the product [ClH:1].[CH3:24][N:21]1[CH2:22][CH2:23][N:18]([CH2:17][C:14]2[CH:15]=[CH:16][C:11]([C:9]3[NH:8][C:4]4=[N:5][CH:6]=[CH:7][C:2]([C:31]5[CH:32]=[CH:33][C:28]([C:25]([NH2:26])=[O:27])=[CH:29][CH:30]=5)=[C:3]4[N:10]=3)=[CH:12][CH:13]=2)[CH2:19][CH2:20]1, predict the reactants needed to synthesize it. The reactants are: [Cl:1][C:2]1[CH:7]=[CH:6][N:5]=[C:4]2[NH:8][C:9]([C:11]3[CH:16]=[CH:15][C:14]([CH2:17][N:18]4[CH2:23][CH2:22][N:21]([CH3:24])[CH2:20][CH2:19]4)=[CH:13][CH:12]=3)=[N:10][C:3]=12.[C:25]([C:28]1[CH:33]=[CH:32][C:31](B(O)O)=[CH:30][CH:29]=1)(=[O:27])[NH2:26].C(=O)([O-])[O-].[Na+].[Na+]. (2) Given the product [Cl:6][C:7]1[CH:8]=[C:9]2[C:14](=[CH:15][CH:16]=1)[N:13]([C@H:17]([CH3:32])[C:18]([N:20]1[CH2:21][CH2:22][N:23]([C:26]3[CH:27]=[CH:28][C:29]([S:2]([Cl:1])(=[O:5])=[O:3])=[CH:30][CH:31]=3)[CH2:24][CH2:25]1)=[O:19])[CH2:12][CH2:11][CH2:10]2, predict the reactants needed to synthesize it. The reactants are: [Cl:1][S:2]([OH:5])(=O)=[O:3].[Cl:6][C:7]1[CH:8]=[C:9]2[C:14](=[CH:15][CH:16]=1)[N:13]([C@H:17]([CH3:32])[C:18]([N:20]1[CH2:25][CH2:24][N:23]([C:26]3[CH:31]=[CH:30][CH:29]=[CH:28][CH:27]=3)[CH2:22][CH2:21]1)=[O:19])[CH2:12][CH2:11][CH2:10]2. (3) Given the product [CH2:25]([O:14][C:12]([CH:11]1[CH2:9][CH:10]([C:18]2[CH:23]=[CH:22][CH:21]=[CH:20][CH:19]=2)[C:7]2[C:5](=[CH:4][CH:3]=[C:2]([Cl:1])[CH:8]=2)[NH:6]1)=[O:13])[CH3:26], predict the reactants needed to synthesize it. The reactants are: [Cl:1][C:2]1[CH:8]=[CH:7][C:5]([NH2:6])=[CH:4][CH:3]=1.[CH2:9]([C:11](=O)[C:12]([O-:14])=[O:13])[CH3:10].C=C[C:18]1[CH:23]=[CH:22][CH:21]=[CH:20][CH:19]=1.F[C:25](F)(F)[C:26](O)=O. (4) Given the product [O:4]=[C:5]1[CH2:10][CH2:9][C@@H:8]([C:11]([O:13][CH2:14][C:15]2[CH:20]=[CH:19][CH:18]=[CH:17][CH:16]=2)=[O:12])[C@H:7]([C:21]([O:23][CH3:24])=[O:22])[CH2:6]1, predict the reactants needed to synthesize it. The reactants are: O1[C:5]2([CH2:10][CH2:9][C@@H:8]([C:11]([O:13][CH2:14][C:15]3[CH:20]=[CH:19][CH:18]=[CH:17][CH:16]=3)=[O:12])[C@H:7]([C:21]([O:23][CH3:24])=[O:22])[CH2:6]2)[O:4]CC1.Cl. (5) Given the product [CH3:15][C:14]1[N:13]=[C:12]([C:11]2[NH:10][CH:9]=[N:8][C:7]=2[NH:6][CH2:1][CH2:2][CH2:3][CH2:4][CH3:5])[NH:18][N:17]=1, predict the reactants needed to synthesize it. The reactants are: [CH2:1]([NH:6][C:7]1[N:8]=[CH:9][NH:10][C:11]=1[C:12]#[N:13])[CH2:2][CH2:3][CH2:4][CH3:5].[C:14]([NH:17][NH2:18])(=O)[CH3:15].C(=O)([O-])[O-].[K+].[K+]. (6) Given the product [CH:1]1([N:7]([CH2:17][CH:18]2[CH2:20][CH2:19]2)[C:8]2[N:13]=[CH:12][N:11]=[C:10]([C:14]([NH:29][C:28]3[CH:27]=[CH:26][C:25]([S:22]([CH3:21])(=[O:24])=[O:23])=[CH:31][CH:30]=3)=[O:16])[CH:9]=2)[CH2:2][CH2:3][CH2:4][CH2:5][CH2:6]1, predict the reactants needed to synthesize it. The reactants are: [CH:1]1([N:7]([CH2:17][CH:18]2[CH2:20][CH2:19]2)[C:8]2[N:13]=[CH:12][N:11]=[C:10]([C:14]([OH:16])=O)[CH:9]=2)[CH2:6][CH2:5][CH2:4][CH2:3][CH2:2]1.[CH3:21][S:22]([C:25]1[CH:31]=[CH:30][C:28]([NH2:29])=[CH:27][CH:26]=1)(=[O:24])=[O:23]. (7) Given the product [N:11]1[N:12]2[C:13]([CH2:14][O:15][CH2:16][CH2:17]2)=[CH:18][C:10]=1[NH:9][C:6]1[C:7](=[O:8])[N:2]([CH3:1])[CH:3]=[C:4]([C:19]2[CH:20]=[CH:21][N:22]=[C:23]([N:27]3[CH2:38][CH2:37][N:36]4[C:35]5[CH2:34][C:33]([CH3:40])([CH3:39])[CH2:32][C:31]=5[CH:30]=[C:29]4[C:28]3=[O:41])[C:24]=2[CH2:25][OH:26])[CH:5]=1, predict the reactants needed to synthesize it. The reactants are: [CH3:1][N:2]1[C:7](=[O:8])[C:6]([NH:9][C:10]2[CH:18]=[C:13]3[CH2:14][O:15][CH2:16][CH2:17][N:12]3[N:11]=2)=[CH:5][C:4]([C:19]2[C:24]([CH:25]=[O:26])=[C:23]([N:27]3[CH2:38][CH2:37][N:36]4[C:29](=[CH:30][C:31]5[CH2:32][C:33]([CH3:40])([CH3:39])[CH2:34][C:35]=54)[C:28]3=[O:41])[N:22]=[CH:21][CH:20]=2)=[CH:3]1.[BH4-].[Na+].